From a dataset of Forward reaction prediction with 1.9M reactions from USPTO patents (1976-2016). Predict the product of the given reaction. (1) Given the reactants Cl[C:2]1[CH:12]=[C:6]2[N:7]([CH3:11])[CH2:8][CH2:9][CH2:10][N:5]2[C:4](=[O:13])[N:3]=1.[OH:14][CH2:15][C:16]1[CH:17]=[CH:18][C:19]([O:24][C:25]2[CH:30]=[CH:29][C:28]([C:31]([F:34])([F:33])[F:32])=[CH:27][N:26]=2)=[C:20]([CH:23]=1)[C:21]#[N:22].[H-].[Na+], predict the reaction product. The product is: [CH3:11][N:7]1[CH2:8][CH2:9][CH2:10][N:5]2[C:4](=[O:13])[N:3]=[C:2]([O:14][CH2:15][C:16]3[CH:17]=[CH:18][C:19]([O:24][C:25]4[CH:30]=[CH:29][C:28]([C:31]([F:34])([F:32])[F:33])=[CH:27][N:26]=4)=[C:20]([CH:23]=3)[C:21]#[N:22])[CH:12]=[C:6]12. (2) Given the reactants [Cl:1][C:2]1[C:3]([C:22](=[O:32])[N:23]([CH2:28][CH2:29][CH2:30][CH3:31])[CH2:24][CH2:25][CH2:26][CH3:27])=[N:4][N:5]([C:8]2[CH:16]=[CH:15][C:11]([C:12]([OH:14])=O)=[CH:10][C:9]=2[C:17]([O:19][CH2:20][CH3:21])=[O:18])[C:6]=1[CH3:7].[Cl:33][C:34]1[CH:35]=[C:36]([CH:51]=[CH:52][C:53]=1[Cl:54])[CH2:37][N:38]1[C:46]2[C:41](=[CH:42][C:43]([S:47]([NH2:50])(=[O:49])=[O:48])=[CH:44][CH:45]=2)[CH2:40][CH2:39]1, predict the reaction product. The product is: [Cl:1][C:2]1[C:3]([C:22](=[O:32])[N:23]([CH2:28][CH2:29][CH2:30][CH3:31])[CH2:24][CH2:25][CH2:26][CH3:27])=[N:4][N:5]([C:8]2[CH:16]=[CH:15][C:11]([C:12](=[O:14])[NH:50][S:47]([C:43]3[CH:42]=[C:41]4[C:46](=[CH:45][CH:44]=3)[N:38]([CH2:37][C:36]3[CH:51]=[CH:52][C:53]([Cl:54])=[C:34]([Cl:33])[CH:35]=3)[CH2:39][CH2:40]4)(=[O:48])=[O:49])=[CH:10][C:9]=2[C:17]([O:19][CH2:20][CH3:21])=[O:18])[C:6]=1[CH3:7]. (3) Given the reactants [CH3:1][C:2]1[CH:10]=[CH:9][C:5]([C:6]([OH:8])=O)=[CH:4][C:3]=1[C:11]1[S:20][C:14]2[C:15](=O)[NH:16][N:17]=[CH:18][C:13]=2[CH:12]=1.P(Cl)(Cl)([Cl:23])=O.[CH:26]1([NH2:29])[CH2:28][CH2:27]1, predict the reaction product. The product is: [Cl:23][C:15]1[N:16]=[N:17][CH:18]=[C:13]2[CH:12]=[C:11]([C:3]3[CH:4]=[C:5]([CH:9]=[CH:10][C:2]=3[CH3:1])[C:6]([NH:29][CH:26]3[CH2:28][CH2:27]3)=[O:8])[S:20][C:14]=12. (4) Given the reactants [Cl:1][C:2]1[C:7]([C:8](O)=[O:9])=[CH:6][N:5]=[C:4]([Cl:11])[C:3]=1[CH3:12].C(Cl)(=O)C(Cl)=O.C[N:20](C)C=O, predict the reaction product. The product is: [Cl:1][C:2]1[C:7]([C:8]([NH2:20])=[O:9])=[CH:6][N:5]=[C:4]([Cl:11])[C:3]=1[CH3:12].